This data is from Forward reaction prediction with 1.9M reactions from USPTO patents (1976-2016). The task is: Predict the product of the given reaction. Given the reactants C[O:2]C1C=CC(C2N3N=C(NC4C=CC=C(N)C=4)C4C(C3=NN=2)=CC=CC=4)=CC=1.[CH3:30][O:31][C:32]1[CH:37]=[CH:36][C:35]([C:38]2[N:42]3[N:43]=[C:44]([NH:51][C:52]4[CH:57]=[CH:56][C:55]([NH:58][C:59]([C:61]5[CH:66]=[CH:65][CH:64]=CN=5)=[O:60])=[CH:54][CH:53]=4)[C:45]4[C:50]([C:41]3=[N:40][N:39]=2)=[CH:49][CH:48]=[CH:47][CH:46]=4)=[CH:34][CH:33]=1, predict the reaction product. The product is: [CH3:30][O:31][C:32]1[CH:37]=[CH:36][C:35]([C:38]2[N:42]3[N:43]=[C:44]([NH:51][C:52]4[CH:53]=[CH:54][C:55]([NH:58][C:59]([C:61]5[O:2][CH:64]=[CH:65][CH:66]=5)=[O:60])=[CH:56][CH:57]=4)[C:45]4[C:50]([C:41]3=[N:40][N:39]=2)=[CH:49][CH:48]=[CH:47][CH:46]=4)=[CH:34][CH:33]=1.